Task: Predict the reaction yield, written as a fraction of the theoretical maximum amount of product (1.0 means a 100% yield; for example, 0.34 means a 34% yield).. Dataset: Reaction yield outcomes from USPTO patents with 853,638 reactions (1) The reactants are [Cl:1][C:2]1[C:10]([C:11]([F:14])([F:13])[F:12])=[CH:9][CH:8]=[CH:7][C:3]=1[C:4](O)=[O:5].C(C1NC=CN=1)(C1NC=CN=1)=O.O.[NH2:28][NH2:29].Cl. The catalyst is C1COCC1. The product is [Cl:1][C:2]1[C:10]([C:11]([F:14])([F:13])[F:12])=[CH:9][CH:8]=[CH:7][C:3]=1[C:4]([NH:28][NH2:29])=[O:5]. The yield is 0.940. (2) The reactants are [C:1]([O:5][C:6]([N:8]1[CH2:13][CH2:12][C@H:11]([O:14][C:15]2[CH:16]=[C:17]3[C:22](=[CH:23][C:24]=2[O:25][CH3:26])[N:21]=[CH:20][N:19]=[C:18]3[NH:27][C:28]2[CH:33]=[CH:32][CH:31]=[C:30]([Cl:34])[C:29]=2[F:35])[CH2:10][C@H:9]1[C:36]([OH:38])=O)=[O:7])([CH3:4])([CH3:3])[CH3:2].[CH3:39][N:40]1CCOCC1.CN. The catalyst is C1COCC1.C(Cl)Cl. The product is [Cl:34][C:30]1[C:29]([F:35])=[C:28]([NH:27][C:18]2[C:17]3[C:22](=[CH:23][C:24]([O:25][CH3:26])=[C:15]([O:14][C@H:11]4[CH2:12][CH2:13][N:8]([C:6]([O:5][C:1]([CH3:4])([CH3:3])[CH3:2])=[O:7])[C@H:9]([C:36]([NH:40][CH3:39])=[O:38])[CH2:10]4)[CH:16]=3)[N:21]=[CH:20][N:19]=2)[CH:33]=[CH:32][CH:31]=1. The yield is 1.00. (3) The reactants are CS(Cl)(=O)=O.C(OC([N:13]([CH2:21][C:22]1[CH:27]=[CH:26][CH:25]=[C:24]([C:28]#[C:29][C:30]2[C:31]([NH:36][C:37]3[CH:42]=[CH:41][C:40]([O:43][CH2:44][C:45]4[CH:50]=[CH:49][CH:48]=[C:47]([F:51])[CH:46]=4)=[C:39]([Cl:52])[CH:38]=3)=[N:32][CH:33]=[N:34][CH:35]=2)[N:23]=1)C(OC(C)(C)C)=O)=O)(C)(C)C.ClC1C=C(C=CC=1OCC1C=CC=C(F)C=1)NC1C(C#CC2N=C(CO)C=CC=2)=CN=CN=1.[H-].[Na+].C(NC(OC(C)(C)C)=O)(OC(C)(C)C)=O.S([O-])(=O)(=O)C. The catalyst is CN(C=O)C.O. The product is [NH2:13][CH2:21][C:22]1[N:23]=[C:24]([C:28]#[C:29][C:30]2[C:31]([NH:36][C:37]3[CH:42]=[CH:41][C:40]([O:43][CH2:44][C:45]4[CH:50]=[CH:49][CH:48]=[C:47]([F:51])[CH:46]=4)=[C:39]([Cl:52])[CH:38]=3)=[N:32][CH:33]=[N:34][CH:35]=2)[CH:25]=[CH:26][CH:27]=1. The yield is 0.480. (4) The reactants are C(=O)([O-])[O-].[K+].[K+].Cl.[OH:8][C:9]1[CH:10]=[C:11]([N:15]2[C:20]([CH3:21])=[CH:19][C:18](=[O:22])[CH:17]=[C:16]2[CH3:23])[CH:12]=[CH:13][CH:14]=1.[CH2:24]([CH:26]([CH2:29][CH2:30][CH2:31][CH3:32])[CH2:27]Br)[CH3:25].[I-].[K+]. The yield is 0.500. The product is [CH2:24]([CH:26]([CH2:29][CH2:30][CH2:31][CH3:32])[CH2:27][O:8][C:9]1[CH:10]=[C:11]([N:15]2[C:16]([CH3:23])=[CH:17][C:18](=[O:22])[CH:19]=[C:20]2[CH3:21])[CH:12]=[CH:13][CH:14]=1)[CH3:25]. The catalyst is O.CN1C(=O)CCC1. (5) The reactants are [CH2:1]([N:8]1[CH2:13][CH2:12][N:11]([C:14](=O)[CH2:15][CH2:16][C:17]2([C:23]3[CH:28]=[CH:27][C:26]([F:29])=[CH:25][CH:24]=3)[CH2:22][CH2:21][CH2:20][CH2:19][CH2:18]2)[CH2:10][CH2:9]1)[C:2]1[CH:7]=[CH:6][CH:5]=[CH:4][CH:3]=1.[Li].O.[OH-].[Na+]. The catalyst is O1CCCC1. The product is [CH2:1]([N:8]1[CH2:9][CH2:10][N:11]([CH2:14][CH2:15][CH2:16][C:17]2([C:23]3[CH:28]=[CH:27][C:26]([F:29])=[CH:25][CH:24]=3)[CH2:22][CH2:21][CH2:20][CH2:19][CH2:18]2)[CH2:12][CH2:13]1)[C:2]1[CH:3]=[CH:4][CH:5]=[CH:6][CH:7]=1. The yield is 0.790. (6) The reactants are [CH:1]([C:3]1[NH:4][C:5]2[CH2:6][CH2:7][CH2:8][CH2:9][C:10]=2[C:11]=1[CH2:12][CH2:13][C:14]([OH:16])=[O:15])=O.[Cl:17][C:18]1[CH:19]=[C:20]2[C:24](=[CH:25][CH:26]=1)[NH:23][C:22](=[O:27])[CH2:21]2.N1CCCCC1.N1CCCC1. The catalyst is C(O)C.C(O)(=O)C. The product is [Cl:17][C:18]1[CH:19]=[C:20]2[C:24](=[CH:25][CH:26]=1)[NH:23][C:22](=[O:27])[C:21]2=[CH:1][C:3]1[NH:4][C:5]2[CH2:6][CH2:7][CH2:8][CH2:9][C:10]=2[C:11]=1[CH2:12][CH2:13][C:14]([OH:16])=[O:15]. The yield is 0.800.